From a dataset of Peptide-MHC class II binding affinity with 134,281 pairs from IEDB. Regression. Given a peptide amino acid sequence and an MHC pseudo amino acid sequence, predict their binding affinity value. This is MHC class II binding data. (1) The peptide sequence is YFKGNFERLAITKGK. The MHC is DRB5_0101 with pseudo-sequence DRB5_0101. The binding affinity (normalized) is 0.795. (2) The peptide sequence is PGGAISNMYAMMIARFKMFP. The MHC is HLA-DQA10301-DQB10302 with pseudo-sequence HLA-DQA10301-DQB10302. The binding affinity (normalized) is 0. (3) The peptide sequence is YFVAILDYLNHMAKE. The MHC is DRB3_0101 with pseudo-sequence DRB3_0101. The binding affinity (normalized) is 0.347.